From a dataset of Reaction yield outcomes from USPTO patents with 853,638 reactions. Predict the reaction yield, written as a fraction of the theoretical maximum amount of product (1.0 means a 100% yield; for example, 0.34 means a 34% yield). (1) The catalyst is N1C=CC=CC=1. The yield is 0.790. The reactants are [NH2:1][C:2]1[C:3]([C:14]2[CH:35]=[CH:34][C:17]([C:18]([NH:20][C@@H:21]([C:26]3[CH:31]=[C:30]([F:32])[CH:29]=[C:28]([Cl:33])[CH:27]=3)[CH2:22][N:23]=[N+]=[N-])=[O:19])=[C:16]([F:36])[CH:15]=2)=[N:4][C:5]([CH:8]2[CH2:13][CH2:12][O:11][CH2:10][CH2:9]2)=[CH:6][N:7]=1.[NH4+].[OH-].CP(C)C.CCO. The product is [NH2:23][CH2:22][C@@H:21]([NH:20][C:18](=[O:19])[C:17]1[CH:34]=[CH:35][C:14]([C:3]2[C:2]([NH2:1])=[N:7][CH:6]=[C:5]([CH:8]3[CH2:9][CH2:10][O:11][CH2:12][CH2:13]3)[N:4]=2)=[CH:15][C:16]=1[F:36])[C:26]1[CH:31]=[C:30]([F:32])[CH:29]=[C:28]([Cl:33])[CH:27]=1. (2) The reactants are B(Br)(Br)Br.C[O:6][C:7]1[CH:12]=[CH:11][C:10]([S:13][C:14]2[CH:21]=[CH:20][C:17]([C:18]#[N:19])=[CH:16][CH:15]=2)=[CH:9][CH:8]=1.C(=O)(O)[O-].[Na+]. The catalyst is C(Cl)Cl. The product is [OH:6][C:7]1[CH:12]=[CH:11][C:10]([S:13][C:14]2[CH:21]=[CH:20][C:17]([C:18]#[N:19])=[CH:16][CH:15]=2)=[CH:9][CH:8]=1. The yield is 0.840. (3) The reactants are [CH2:1]([N:8]([CH2:18][C:19]1[CH:24]=[CH:23][CH:22]=[CH:21][CH:20]=1)[CH:9]([CH2:13][O:14][CH:15]([F:17])[F:16])[C:10]([OH:12])=O)[C:2]1[CH:7]=[CH:6][CH:5]=[CH:4][CH:3]=1.C(N(CC)CC)C.ClC(OCC(C)C)=O.[F:40][C:41]1[CH:42]=[C:43]([CH:46]=[CH:47][C:48]=1[F:49])[CH2:44][NH2:45]. The catalyst is C1COCC1.C(OCC)(=O)C. The product is [CH2:18]([N:8]([CH2:1][C:2]1[CH:3]=[CH:4][CH:5]=[CH:6][CH:7]=1)[CH:9]([CH2:13][O:14][CH:15]([F:16])[F:17])[C:10]([NH:45][CH2:44][C:43]1[CH:46]=[CH:47][C:48]([F:49])=[C:41]([F:40])[CH:42]=1)=[O:12])[C:19]1[CH:24]=[CH:23][CH:22]=[CH:21][CH:20]=1. The yield is 0.775. (4) The reactants are [NH2:1][C:2]1[C:18]([N:19]([CH2:22][CH3:23])[CH2:20][CH3:21])=[CH:17][C:5]2[NH:6][C:7]([C:9]3[CH:14]=[CH:13][CH:12]=[CH:11][C:10]=3[O:15][CH3:16])=[N:8][C:4]=2[CH:3]=1.[Cl:24][C:25]1[CH:33]=[CH:32][C:28]([C:29](Cl)=[O:30])=[CH:27][CH:26]=1. No catalyst specified. The product is [CH2:22]([N:19]([CH2:20][CH3:21])[C:18]1[C:2]([NH:1][C:29](=[O:30])[C:28]2[CH:32]=[CH:33][C:25]([Cl:24])=[CH:26][CH:27]=2)=[CH:3][C:4]2[N:8]=[C:7]([C:9]3[CH:14]=[CH:13][CH:12]=[CH:11][C:10]=3[O:15][CH3:16])[NH:6][C:5]=2[CH:17]=1)[CH3:23]. The yield is 0.800.